Dataset: Forward reaction prediction with 1.9M reactions from USPTO patents (1976-2016). Task: Predict the product of the given reaction. (1) Given the reactants Br[C:2]1[CH:3]=[N:4][CH:5]=[N:6][CH:7]=1.[CH3:8][O:9][C:10]([C:12]1[CH:17]=[CH:16][C:15](B(O)O)=[CH:14][CH:13]=1)=[O:11].C([O-])([O-])=O.[Na+].[Na+], predict the reaction product. The product is: [N:4]1[CH:3]=[C:2]([C:15]2[CH:16]=[CH:17][C:12]([C:10]([O:9][CH3:8])=[O:11])=[CH:13][CH:14]=2)[CH:7]=[N:6][CH:5]=1. (2) Given the reactants [Cl:1][C:2]1[CH:7]=[CH:6][C:5]([C:8]#[CH:9])=[CH:4][CH:3]=1.[CH3:10][O:11][C:12](=[O:42])[CH2:13][O:14][C:15]1[CH:20]=[CH:19][C:18]([O:21][CH2:22][C:23]#[C:24][C:25]2[CH:30]=[C:29]([C:31]#[C:32][CH2:33][N:34]3[CH2:39][CH2:38][O:37][CH2:36][CH2:35]3)[CH:28]=[C:27](Br)[CH:26]=2)=[CH:17][C:16]=1[CH3:41], predict the reaction product. The product is: [CH3:10][O:11][C:12](=[O:42])[CH2:13][O:14][C:15]1[CH:20]=[CH:19][C:18]([O:21][CH2:22][C:23]#[C:24][C:25]2[CH:30]=[C:29]([C:31]#[C:32][CH2:33][N:34]3[CH2:39][CH2:38][O:37][CH2:36][CH2:35]3)[CH:28]=[C:27]([C:9]#[C:8][C:5]3[CH:6]=[CH:7][C:2]([Cl:1])=[CH:3][CH:4]=3)[CH:26]=2)=[CH:17][C:16]=1[CH3:41].